Predict hERG channel inhibition at various concentrations. From a dataset of hERG Central: cardiac toxicity at 1µM, 10µM, and general inhibition. (1) The drug is CSc1ccc(CN2CCC(Oc3cccc(C(=O)N4CCCC4)c3)CC2)cc1. Results: hERG_inhib (hERG inhibition (general)): blocker. (2) The molecule is Cl.O=C(NCCN1CCCC1)c1cccc(Cl)c1. Results: hERG_inhib (hERG inhibition (general)): blocker. (3) Results: hERG_inhib (hERG inhibition (general)): blocker. The compound is O=C(NCc1ccc(OC(F)(F)F)cc1)C1CC2Cn3c(nc4ccccc43)C2N1Cc1ccccc1. (4) The molecule is COC(=O)C1CCN(CCCOc2ccc(CN3CCN(c4ccc([N+](=O)[O-])cc4)CC3)cc2)CC1. Results: hERG_inhib (hERG inhibition (general)): blocker. (5) The compound is CCCOC(=O)c1ccc(OCC(O)CN2CCN(C(=O)c3ccccc3)CC2)cc1.Cl. Results: hERG_inhib (hERG inhibition (general)): blocker. (6) The compound is CCCCNC(=O)c1ccc(CS(=O)(=O)c2cccc(C(F)(F)F)c2)o1. Results: hERG_inhib (hERG inhibition (general)): blocker. (7) The compound is COc1cc(C(CCN2CCCC2)c2c(OC)cc(OC)c3c(C)cc(=O)oc23)cc(OC)c1OC. Results: hERG_inhib (hERG inhibition (general)): blocker. (8) Results: hERG_inhib (hERG inhibition (general)): blocker. The molecule is COc1ccc(C)cc1S(=O)(=O)N(CC(=O)N1CCCC1)c1ccc(C)cc1. (9) The compound is Cl.OC(CNCc1ccccc1)COCc1ccc(Cl)cc1. Results: hERG_inhib (hERG inhibition (general)): blocker.